From a dataset of Catalyst prediction with 721,799 reactions and 888 catalyst types from USPTO. Predict which catalyst facilitates the given reaction. (1) Reactant: [F:1][C:2]([F:48])([F:47])[C:3]1[CH:4]=[C:5]([CH:40]=[C:41]([C:43]([F:46])([F:45])[F:44])[CH:42]=1)[CH2:6][N:7]([CH2:19][C:20]1[CH:25]=[C:24]([C:26]([F:29])([F:28])[F:27])[CH:23]=[CH:22][C:21]=1[N:30]([CH2:33][CH:34]1[CH2:39][CH2:38][CH2:37][CH2:36][CH2:35]1)[CH2:31][CH3:32])[C:8]1[N:13]=[CH:12][C:11]([O:14][CH2:15][CH2:16][CH2:17][OH:18])=[CH:10][N:9]=1.CC(OI1(OC(C)=O)(OC(C)=O)OC(=O)C2C1=CC=CC=2)=[O:51].C(OCC)(=O)C. Product: [F:48][C:2]([F:1])([F:47])[C:3]1[CH:4]=[C:5]([CH:40]=[C:41]([C:43]([F:44])([F:45])[F:46])[CH:42]=1)[CH2:6][N:7]([CH2:19][C:20]1[CH:25]=[C:24]([C:26]([F:29])([F:28])[F:27])[CH:23]=[CH:22][C:21]=1[N:30]([CH2:33][CH:34]1[CH2:39][CH2:38][CH2:37][CH2:36][CH2:35]1)[CH2:31][CH3:32])[C:8]1[N:9]=[CH:10][C:11]([O:14][CH2:15][CH2:16][C:17]([OH:51])=[O:18])=[CH:12][N:13]=1. The catalyst class is: 2. (2) Reactant: [F:1][C:2]1[CH:7]=[CH:6][C:5]([NH:8][C:9]2[C:18]3[C:13](=[CH:14][CH:15]=[C:16]([C:19](=[O:22])[NH:20][CH3:21])[CH:17]=3)[N:12]=[CH:11][C:10]=2[C:23]([O:25]CC)=[O:24])=[CH:4][CH:3]=1.[OH-].[Li+]. Product: [F:1][C:2]1[CH:3]=[CH:4][C:5]([NH:8][C:9]2[C:18]3[C:13](=[CH:14][CH:15]=[C:16]([C:19](=[O:22])[NH:20][CH3:21])[CH:17]=3)[N:12]=[CH:11][C:10]=2[C:23]([OH:25])=[O:24])=[CH:6][CH:7]=1. The catalyst class is: 364. (3) Reactant: [Cl:1][C:2]1[C:7]([N+:8]([O-:10])=[O:9])=[C:6](Cl)[N:5]=[C:4]([S:12][CH3:13])[N:3]=1.[CH3:14][O-:15].[Na+]. Product: [Cl:1][C:2]1[C:7]([N+:8]([O-:10])=[O:9])=[C:6]([O:15][CH3:14])[N:5]=[C:4]([S:12][CH3:13])[N:3]=1. The catalyst class is: 5. (4) Reactant: C([O:8][N:9]1[C:15](=[O:16])[N:14]2[CH2:17][C@H:10]1[CH2:11][CH2:12][C@H:13]2[C:18]([NH:20][O:21][CH2:22][C:23]1[C:31]2[CH:30]3[CH2:32][CH:27]([CH2:28][CH2:29]3)[C:26]=2[N:25]([CH3:33])[N:24]=1)=[O:19])C1C=CC=CC=1. Product: [OH:8][N:9]1[C:15](=[O:16])[N:14]2[CH2:17][C@H:10]1[CH2:11][CH2:12][C@H:13]2[C:18]([NH:20][O:21][CH2:22][C:23]1[C:31]2[CH:30]3[CH2:32][CH:27]([CH2:28][CH2:29]3)[C:26]=2[N:25]([CH3:33])[N:24]=1)=[O:19]. The catalyst class is: 19.